This data is from Forward reaction prediction with 1.9M reactions from USPTO patents (1976-2016). The task is: Predict the product of the given reaction. The product is: [Br:1][C:2]1[CH:9]=[C:6](/[CH:7]=[N:16]/[S@@:14]([C:11]([CH3:13])([CH3:12])[CH3:10])=[O:15])[CH:5]=[N:4][CH:3]=1. Given the reactants [Br:1][C:2]1[CH:3]=[N:4][CH:5]=[C:6]([CH:9]=1)[CH:7]=O.[CH3:10][C:11]([S@:14]([NH2:16])=[O:15])([CH3:13])[CH3:12], predict the reaction product.